This data is from Forward reaction prediction with 1.9M reactions from USPTO patents (1976-2016). The task is: Predict the product of the given reaction. (1) Given the reactants Cl[C:2]1[N:10]=[C:9]2[C:5]([NH:6][CH:7]=[N:8]2)=[C:4](Cl)[N:3]=1.C(OCC)(=O)C.O1C=CCCC1.N1CCNCC1, predict the reaction product. The product is: [N:3]1[CH:4]=[C:5]2[C:9]([N:8]=[CH:7][NH:6]2)=[N:10][CH:2]=1. (2) Given the reactants C(N(CC)CC)C.O[N:9]1[C:13](=O)C2=[CH:15][CH:16]=[CH:17][CH:18]=[C:11]2[C:10]1=[O:19].[CH2:20]([C@@H:22]1[O:24][CH2:23]1)Cl.C[OH:26].[O:27]1[CH2:32][CH2:31][O:30]CC1, predict the reaction product. The product is: [OH:27][C@@H:32]1[CH2:31][O:30][N:9]([C:10]([C:11]2[CH:18]=[CH:17][CH:16]=[CH:15][C:20]=2[C:22]([O:24][CH3:23])=[O:26])=[O:19])[CH2:13]1. (3) Given the reactants COC1C=CC(C(F)(F)F)=CC=1N.C1N=C[N:16]([C:19](N2C=NC=C2)=[O:20])C=1.[CH3:26][NH:27][C:28]([C:30]1[CH:35]=[C:34]([O:36][C:37]2[CH:43]=[CH:42][C:40]([NH2:41])=[CH:39][CH:38]=2)[CH:33]=[CH:32][N:31]=1)=[O:29].O, predict the reaction product. The product is: [CH3:26][NH:27][C:28]([C:30]1[CH:35]=[C:34]([O:36][C:37]2[CH:43]=[CH:42][C:40]([NH:41][C:19]([NH2:16])=[O:20])=[CH:39][CH:38]=2)[CH:33]=[CH:32][N:31]=1)=[O:29]. (4) The product is: [CH3:3][C:4]1[CH:9]=[CH:8][C:7]([N+:10]([O-:12])=[O:11])=[CH:6][C:5]=1[CH:13]([OH:20])[CH2:14][C:15]([O:17][CH2:18][CH3:19])=[O:16]. Given the reactants [BH4-].[Na+].[CH3:3][C:4]1[CH:9]=[CH:8][C:7]([N+:10]([O-:12])=[O:11])=[CH:6][C:5]=1[C:13](=[O:20])[CH2:14][C:15]([O:17][CH2:18][CH3:19])=[O:16].Cl, predict the reaction product. (5) Given the reactants CC[C@@H]1[C@@H]2C[C@H]([C@@H](OC3C4C(=CC=CC=4)C(O[C@@H](C4C=CN=C5C=4C=C(OC)C=C5)[C@@H]4N5C[C@H](CC)[C@@H](CC5)C4)=NN=3)C3C=CN=C4C=3C=C([O:22]C)C=C4)N(CC2)C1.CS(N)(=O)=O.C([Si]([O:71]/[C:72](/[C:75]1[CH:80]=[CH:79][CH:78]=[C:77]([Cl:81])[CH:76]=1)=[CH:73]\[CH3:74])(C)C)(C)(C)C.S([O-])([O-])=O.[Na+].[Na+], predict the reaction product. The product is: [Cl:81][C:77]1[CH:76]=[C:75]([C:72](=[O:71])[C@H:73]([OH:22])[CH3:74])[CH:80]=[CH:79][CH:78]=1.